Task: Predict which catalyst facilitates the given reaction.. Dataset: Catalyst prediction with 721,799 reactions and 888 catalyst types from USPTO (1) The catalyst class is: 7. Product: [CH:15]([C:10]1([C:13]#[N:14])[CH2:11][CH2:12][NH:8][C:9]1=[O:18])([CH3:17])[CH3:16]. Reactant: FC1C=CC(C([N:8]2[CH2:12][CH2:11][C:10]([CH:15]([CH3:17])[CH3:16])([C:13]#[N:14])[C:9]2=[O:18])=O)=CC=1.C(N)CCCCCCC. (2) Reactant: [CH3:1][C:2]([O:5][C:6]([N:8]1[C@H:12]([C:13]([OH:15])=[O:14])[CH2:11][CH2:10][N:9]1C(OCC1C=CC=CC=1)=O)=[O:7])([CH3:4])[CH3:3]. Product: [CH3:4][C:2]([O:5][C:6]([N:8]1[C@H:12]([C:13]([OH:15])=[O:14])[CH2:11][CH2:10][NH:9]1)=[O:7])([CH3:1])[CH3:3]. The catalyst class is: 105. (3) Reactant: [NH2:1][C:2]1[CH:3]=[N:4][CH:5]=[CH:6][CH:7]=1.C(N(CC)C(C)C)(C)C.[C:17](Cl)(=[O:22])[C:18]([CH3:21])([CH3:20])[CH3:19]. Product: [CH3:19][C:18]([CH3:21])([CH3:20])[C:17]([NH:1][C:2]1[CH:3]=[N:4][CH:5]=[CH:6][CH:7]=1)=[O:22]. The catalyst class is: 4. (4) Reactant: [CH2:1]([O:8][P:9]([O:19][CH2:20][CH2:21][C:22]([CH3:27])([CH3:26])[C:23](O)=[O:24])([O:11][CH2:12][C:13]1[CH:18]=[CH:17][CH:16]=[CH:15][CH:14]=1)=[O:10])[C:2]1[CH:7]=[CH:6][CH:5]=[CH:4][CH:3]=1.CN(C=O)C.C(Cl)(=O)C([Cl:36])=O. Product: [P:9]([O:19][CH2:20][CH2:21][C:22]([CH3:27])([CH3:26])[C:23]([Cl:36])=[O:24])([O:11][CH2:12][C:13]1[CH:18]=[CH:17][CH:16]=[CH:15][CH:14]=1)([O:8][CH2:1][C:2]1[CH:7]=[CH:6][CH:5]=[CH:4][CH:3]=1)=[O:10]. The catalyst class is: 4. (5) Reactant: [Cl:1][C:2]1[CH:7]=[CH:6][C:5]([C:8](=[O:18])[NH:9][CH2:10][C:11]2[CH:16]=[CH:15][CH:14]=[C:13]([Cl:17])[CH:12]=2)=[CH:4][C:3]=1[NH:19][C:20]([C:22]1[C:35](=[O:36])[NH:34][C:25]2[N:26]=[C:27](S(C)(=O)=O)[N:28]=[CH:29][C:24]=2[CH:23]=1)=[O:21].[NH:37]1[CH2:42][CH2:41][CH:40]([OH:43])[CH2:39][CH2:38]1.CN(C=O)C. Product: [Cl:1][C:2]1[CH:7]=[CH:6][C:5]([C:8](=[O:18])[NH:9][CH2:10][C:11]2[CH:16]=[CH:15][CH:14]=[C:13]([Cl:17])[CH:12]=2)=[CH:4][C:3]=1[NH:19][C:20]([C:22]1[C:35](=[O:36])[NH:34][C:25]2[N:26]=[C:27]([N:37]3[CH2:42][CH2:41][CH:40]([OH:43])[CH2:39][CH2:38]3)[N:28]=[CH:29][C:24]=2[CH:23]=1)=[O:21]. The catalyst class is: 6.